From a dataset of Full USPTO retrosynthesis dataset with 1.9M reactions from patents (1976-2016). Predict the reactants needed to synthesize the given product. Given the product [S:16]([C:10]1[CH:11]=[C:12]([N+:13]([O-:15])=[O:14])[C:7]([F:6])=[CH:8][C:9]=1[CH3:20])[S:16][C:10]1[CH:11]=[C:12]([N+:13]([O-:15])=[O:14])[C:7]([F:6])=[CH:8][C:9]=1[CH3:20], predict the reactants needed to synthesize it. The reactants are: [I-].[K+].[PH2](O)=O.[F:6][C:7]1[C:12]([N+:13]([O-:15])=[O:14])=[CH:11][C:10]([S:16](Cl)(=O)=O)=[C:9]([CH3:20])[CH:8]=1.